This data is from NCI-60 drug combinations with 297,098 pairs across 59 cell lines. The task is: Regression. Given two drug SMILES strings and cell line genomic features, predict the synergy score measuring deviation from expected non-interaction effect. Drug 1: CNC(=O)C1=CC=CC=C1SC2=CC3=C(C=C2)C(=NN3)C=CC4=CC=CC=N4. Drug 2: CC1=C(C(CCC1)(C)C)C=CC(=CC=CC(=CC(=O)O)C)C. Cell line: SW-620. Synergy scores: CSS=-2.71, Synergy_ZIP=1.60, Synergy_Bliss=-1.33, Synergy_Loewe=-8.55, Synergy_HSA=-6.42.